From a dataset of Forward reaction prediction with 1.9M reactions from USPTO patents (1976-2016). Predict the product of the given reaction. Given the reactants [F:1][C:2]1[CH:7]=[CH:6][C:5]([C:8]2[CH:9]=[C:10]([C:15]([O:17]C)=[O:16])[C:11](=[O:14])[NH:12][N:13]=2)=[CH:4][C:3]=1[CH3:19].CS(O[CH2:25][CH2:26][CH2:27][C:28]1[CH:33]=[CH:32][CH:31]=[C:30]([Cl:34])[CH:29]=1)(=O)=O, predict the reaction product. The product is: [C:15]([C:10]1[C:11](=[O:14])[N:12]([CH2:25][CH2:26][CH2:27][C:28]2[CH:33]=[CH:32][CH:31]=[C:30]([Cl:34])[CH:29]=2)[N:13]=[C:8]([C:5]2[CH:6]=[CH:7][C:2]([F:1])=[C:3]([CH3:19])[CH:4]=2)[CH:9]=1)([OH:17])=[O:16].